This data is from Forward reaction prediction with 1.9M reactions from USPTO patents (1976-2016). The task is: Predict the product of the given reaction. (1) The product is: [N:22]1([C:27]2[CH:32]=[C:31]([C:33]([F:34])([F:35])[F:36])[CH:30]=[CH:29][C:28]=2[C:2]2[CH:11]=[CH:10][CH:9]=[C:8]3[C:3]=2[CH2:4][CH2:5][N:6]([S:12]([NH:15][C:16]2[S:17][C:18]([F:21])=[CH:19][N:20]=2)(=[O:14])=[O:13])[CH2:7]3)[CH:26]=[CH:25][N:24]=[CH:23]1. Given the reactants Br[C:2]1[CH:11]=[CH:10][CH:9]=[C:8]2[C:3]=1[CH2:4][CH2:5][N:6]([S:12]([NH:15][C:16]1[S:17][C:18]([F:21])=[CH:19][N:20]=1)(=[O:14])=[O:13])[CH2:7]2.[N:22]1([C:27]2[CH:32]=[C:31]([C:33]([F:36])([F:35])[F:34])[CH:30]=[CH:29][C:28]=2C2C=CC=C3C=2CNCC3)[CH:26]=[CH:25][N:24]=[CH:23]1.Cl.BrC1C=CC=C2C=1CCNC2, predict the reaction product. (2) Given the reactants [H-].[Na+].Cl.[NH2:4][C:5]([NH2:7])=[NH:6].[C:8]([O:12][C:13](=[O:37])[CH2:14][N:15]([S:22]([C:25]1[CH:34]=[C:33]2[C:28]([C:29]([Cl:36])=[CH:30][N:31]=[C:32]2Cl)=[CH:27][CH:26]=1)(=[O:24])=[O:23])[C:16]1[CH:21]=[CH:20][CH:19]=[CH:18][CH:17]=1)([CH3:11])([CH3:10])[CH3:9], predict the reaction product. The product is: [C:8]([O:12][C:13](=[O:37])[CH2:14][N:15]([S:22]([C:25]1[CH:34]=[C:33]2[C:28]([C:29]([Cl:36])=[CH:30][N:31]=[C:32]2[NH:6][C:5]([NH2:7])=[NH:4])=[CH:27][CH:26]=1)(=[O:23])=[O:24])[C:16]1[CH:17]=[CH:18][CH:19]=[CH:20][CH:21]=1)([CH3:11])([CH3:9])[CH3:10]. (3) Given the reactants [NH2:1][C:2]1[CH:3]=[C:4]2[C:8](=[CH:9][CH:10]=1)[N:7]([CH:11]1[CH2:16][CH2:15][N:14](C(OC(C)(C)C)=O)[CH2:13][CH2:12]1)[CH:6]=[CH:5]2.FC(F)(F)C(O)=O, predict the reaction product. The product is: [NH:14]1[CH2:15][CH2:16][CH:11]([N:7]2[C:8]3[C:4](=[CH:3][C:2]([NH2:1])=[CH:10][CH:9]=3)[CH:5]=[CH:6]2)[CH2:12][CH2:13]1. (4) Given the reactants C([Li])CCC.Br[C:7]1[CH:8]=[C:9]2[C:14](=[CH:15][C:16]=1[O:17][CH3:18])[C:13]([Cl:19])=[N:12][CH:11]=[CH:10]2.[C:20](=[O:22])=[O:21].N, predict the reaction product. The product is: [Cl:19][C:13]1[C:14]2[C:9](=[CH:8][C:7]([C:20]([OH:22])=[O:21])=[C:16]([O:17][CH3:18])[CH:15]=2)[CH:10]=[CH:11][N:12]=1. (5) Given the reactants [CH3:1][O:2][C:3]1[CH:8]=[C:7]([CH2:9][CH2:10][CH2:11][CH2:12][CH2:13][CH2:14][CH2:15][CH2:16][CH2:17][CH2:18][O:19][CH2:20][O:21][CH3:22])[N:6]=[C:5]([N:23]([CH3:25])[CH3:24])[CH:4]=1.[Br:26]N1C(=O)CCC1=O, predict the reaction product. The product is: [Br:26][C:8]1[C:3]([O:2][CH3:1])=[CH:4][C:5]([N:23]([CH3:25])[CH3:24])=[N:6][C:7]=1[CH2:9][CH2:10][CH2:11][CH2:12][CH2:13][CH2:14][CH2:15][CH2:16][CH2:17][CH2:18][O:19][CH2:20][O:21][CH3:22]. (6) Given the reactants [Cl:1][C:2]1[CH:3]=[C:4]2[C:8](=[CH:9][CH:10]=1)[NH:7][C:6]([C:11]#[N:12])=[C:5]2[S:13]([C:16]1[CH:21]=[CH:20][CH:19]=[CH:18][CH:17]=1)(=[O:15])=[O:14].[NH2:22][OH:23], predict the reaction product. The product is: [Cl:1][C:2]1[CH:3]=[C:4]2[C:8](=[CH:9][CH:10]=1)[NH:7][C:6]([C:11](=[N:22][OH:23])[NH2:12])=[C:5]2[S:13]([C:16]1[CH:17]=[CH:18][CH:19]=[CH:20][CH:21]=1)(=[O:15])=[O:14]. (7) Given the reactants Cl[C:2]1[CH:7]=[CH:6][C:5]([S:8][C:9]([F:12])([F:11])[F:10])=[CH:4][N:3]=1.[CH3:13][N:14]1C(=O)CCC1.CN.C(=O)([O-])[O-].[K+].[K+], predict the reaction product. The product is: [CH3:13][NH:14][C:2]1[CH:7]=[CH:6][C:5]([S:8][C:9]([F:12])([F:11])[F:10])=[CH:4][N:3]=1. (8) Given the reactants Cl.[CH3:2][C:3]1([OH:8])[CH2:7][CH2:6][NH:5][CH2:4]1.C(=O)([O-])[O-].[K+].[K+].[C:15]1([CH:21]([C:23]2[CH:28]=[CH:27][CH:26]=[CH:25][CH:24]=2)Br)[CH:20]=[CH:19][CH:18]=[CH:17][CH:16]=1, predict the reaction product. The product is: [C:15]1([CH:21]([C:23]2[CH:24]=[CH:25][CH:26]=[CH:27][CH:28]=2)[N:5]2[CH2:6][CH2:7][C:3]([CH3:2])([OH:8])[CH2:4]2)[CH:20]=[CH:19][CH:18]=[CH:17][CH:16]=1. (9) Given the reactants [OH:1][NH:2][C:3]([C:5]1[C:10]([N+:11]([O-:13])=[O:12])=[CH:9][CH:8]=[CH:7][N:6]=1)=[NH:4].[C:14](O)(=O)[C:15]1[C:16](=[CH:18][CH:19]=[CH:20][CH:21]=1)[OH:17], predict the reaction product. The product is: [N+:11]([C:10]1[C:5]([C:3]2[N:4]=[C:14]([C:15]3[CH:21]=[CH:20][CH:19]=[CH:18][C:16]=3[OH:17])[O:1][N:2]=2)=[N:6][CH:7]=[CH:8][CH:9]=1)([O-:13])=[O:12].